This data is from Reaction yield outcomes from USPTO patents with 853,638 reactions. The task is: Predict the reaction yield, written as a fraction of the theoretical maximum amount of product (1.0 means a 100% yield; for example, 0.34 means a 34% yield). The reactants are [OH-].[Na+].[S:3](Cl)([C:6]1[CH:12]=[CH:11][C:9]([CH3:10])=[CH:8][CH:7]=1)(=[O:5])=[O:4].[Br:14][C:15]1[CH:23]=[C:22]2[C:18]([C:19]3[CH2:27][CH2:26][N:25]([C:28]([O:30][C:31]([CH3:34])([CH3:33])[CH3:32])=[O:29])[CH2:24][C:20]=3[NH:21]2)=[CH:17][CH:16]=1.CCOC(C)=O. The catalyst is O.C1(C)C=CC=CC=1. The product is [Br:14][C:15]1[CH:23]=[C:22]2[C:18]([C:19]3[CH2:27][CH2:26][N:25]([C:28]([O:30][C:31]([CH3:34])([CH3:33])[CH3:32])=[O:29])[CH2:24][C:20]=3[N:21]2[S:3]([C:6]2[CH:12]=[CH:11][C:9]([CH3:10])=[CH:8][CH:7]=2)(=[O:5])=[O:4])=[CH:17][CH:16]=1. The yield is 0.900.